From a dataset of Forward reaction prediction with 1.9M reactions from USPTO patents (1976-2016). Predict the product of the given reaction. (1) Given the reactants [NH2:1][CH:2]1[C:8](=[O:9])[N:7]([CH3:10])[C:6]2[CH:11]=[CH:12][CH:13]=[CH:14][C:5]=2[N:4]([CH3:15])[C:3]1=[O:16].[C:17]([NH:24][C@H:25]([C:29](O)=[O:30])[CH2:26][CH2:27][CH3:28])([O:19][C:20]([CH3:23])([CH3:22])[CH3:21])=[O:18], predict the reaction product. The product is: [C:20]([O:19][C:17]([NH:24][C@H:25]([C:29]([C:2]1([NH2:1])[C:8](=[O:9])[N:7]([CH3:10])[C:6]2[CH:11]=[CH:12][CH:13]=[CH:14][C:5]=2[N:4]([CH3:15])[C:3]1=[O:16])=[O:30])[CH2:26][CH2:27][CH3:28])=[O:18])([CH3:22])([CH3:23])[CH3:21]. (2) The product is: [CH3:1][O:2][C:3](=[O:36])[CH2:4][CH2:5][CH2:6][C@H:7]1[C@H:12]2[C@H:13]3[C@H:22]([CH2:23][CH2:24][C@:10]2([CH3:11])[C:9](=[O:35])[CH2:8]1)[C:21]1[CH:20]=[C:19]([O:25][CH3:26])[C:18]([OH:27])=[CH:17][C:16]=1[CH2:15][CH2:14]3. Given the reactants [CH3:1][O:2][C:3](=[O:36])[CH:4]=[CH:5][CH2:6][C@H:7]1[C@H:12]2[C@H:13]3[C@H:22]([CH2:23][CH2:24][C@:10]2([CH3:11])[C:9](=[O:35])[CH2:8]1)[C:21]1[CH:20]=[C:19]([O:25][CH3:26])[C:18]([O:27]CC2C=CC=CC=2)=[CH:17][C:16]=1[CH2:15][CH2:14]3, predict the reaction product.